Dataset: Forward reaction prediction with 1.9M reactions from USPTO patents (1976-2016). Task: Predict the product of the given reaction. Given the reactants C1(COC([NH:11][CH2:12][C:13]2[NH:17][C:16]3[CH:18]=[CH:19][CH:20]=[C:21]([N:22]4[CH2:27][CH2:26][N:25]([C:28]([O:30][C:31]([CH3:34])([CH3:33])[CH3:32])=[O:29])[CH2:24][CH2:23]4)[C:15]=3[N:14]=2)=O)C=CC=CC=1.[H][H], predict the reaction product. The product is: [NH2:11][CH2:12][C:13]1[NH:17][C:16]2[CH:18]=[CH:19][CH:20]=[C:21]([N:22]3[CH2:27][CH2:26][N:25]([C:28]([O:30][C:31]([CH3:34])([CH3:33])[CH3:32])=[O:29])[CH2:24][CH2:23]3)[C:15]=2[N:14]=1.